Predict the reactants needed to synthesize the given product. From a dataset of Full USPTO retrosynthesis dataset with 1.9M reactions from patents (1976-2016). (1) The reactants are: [F:1][C:2]1[CH:7]=[CH:6][C:5]([N:8]=[N+:9]=[N-:10])=[CH:4][C:3]=1[N+:11]([O-:13])=[O:12].[Cl:14][C:15]1[N:23]=[C:22]2[C:18]([N:19]=[CH:20][N:21]2[C@@H:24]2[C@@H:29]3[C@@:27]([C:30]([NH:32][CH3:33])=[O:31])([CH2:28]3)[C@@H:26]([OH:34])[C@H:25]2[OH:35])=[C:17]([NH:36][CH2:37][C:38]#[CH:39])[N:16]=1.O.O=C1O[C@H]([C@H](CO)O)C([O-])=C1O.[Na+]. Given the product [Cl:14][C:15]1[N:23]=[C:22]2[C:18]([N:19]=[CH:20][N:21]2[C@@H:24]2[C@@H:29]3[C@@:27]([C:30]([NH:32][CH3:33])=[O:31])([CH2:28]3)[C@@H:26]([OH:34])[C@H:25]2[OH:35])=[C:17]([NH:36][CH2:37][C:38]2[N:10]=[N:9][N:8]([C:5]3[CH:6]=[CH:7][C:2]([F:1])=[C:3]([N+:11]([O-:13])=[O:12])[CH:4]=3)[CH:39]=2)[N:16]=1, predict the reactants needed to synthesize it. (2) Given the product [CH3:22][N:21]1[C:13]2[CH:12]=[C:11]([C:8]3[CH:9]=[CH:10][C:5]([CH2:4][CH2:3][CH:2]=[O:1])=[C:6]([C:23]([F:25])([F:24])[F:26])[CH:7]=3)[N:16]=[C:15]([C:17]#[N:18])[C:14]=2[N:19]=[N:20]1, predict the reactants needed to synthesize it. The reactants are: [OH:1][CH2:2][CH2:3][CH2:4][C:5]1[CH:10]=[CH:9][C:8]([C:11]2[N:16]=[C:15]([C:17]#[N:18])[C:14]3[N:19]=[N:20][N:21]([CH3:22])[C:13]=3[CH:12]=2)=[CH:7][C:6]=1[C:23]([F:26])([F:25])[F:24].C(Cl)Cl.CC(OI1(OC(C)=O)(OC(C)=O)OC(=O)C2C=CC=CC1=2)=O.